Dataset: Forward reaction prediction with 1.9M reactions from USPTO patents (1976-2016). Task: Predict the product of the given reaction. (1) Given the reactants [C:1]1([NH:7][C:8]([N:10]2[CH2:19][C:18]3[CH:17]=[N:16][C:15]4[NH:20][N:21]=[C:22]([C:23]5[CH2:28][CH2:27][N:26](C(OC(C)(C)C)=O)[CH2:25][CH:24]=5)[C:14]=4[C:13]=3[CH2:12][CH2:11]2)=[O:9])[CH:6]=[CH:5][CH:4]=[CH:3][CH:2]=1.[ClH:36], predict the reaction product. The product is: [Cl-:36].[C:1]1([NH:7][C:8]([N:10]2[CH2:19][C:18]3[CH:17]=[N:16][C:15]4[NH:20][N:21]=[C:22]([C:23]5[CH2:28][CH2:27][NH2+:26][CH2:25][CH:24]=5)[C:14]=4[C:13]=3[CH2:12][CH2:11]2)=[O:9])[CH:2]=[CH:3][CH:4]=[CH:5][CH:6]=1. (2) The product is: [O:41]=[S:2]1(=[O:1])[CH2:6][CH2:5][CH:4]([CH2:7][O:8][C:9]2[CH:10]=[C:11]([CH3:40])[C:12]([C:16]3[CH:21]=[CH:20][CH:19]=[C:18]([CH2:22][O:23][C:24]4[CH:29]=[CH:28][C:27]([C:30]5([CH2:34][C:35]([OH:37])=[O:36])[CH2:31][O:32][CH2:33]5)=[CH:26][CH:25]=4)[CH:17]=3)=[C:13]([CH3:15])[CH:14]=2)[CH2:3]1. Given the reactants [O:1]=[S:2]1(=[O:41])[CH2:6][CH2:5][CH:4]([CH2:7][O:8][C:9]2[CH:14]=[C:13]([CH3:15])[C:12]([C:16]3[CH:21]=[CH:20][CH:19]=[C:18]([CH2:22][O:23][C:24]4[CH:29]=[CH:28][C:27]([C:30]5([CH2:34][C:35]([O:37]CC)=[O:36])[CH2:33][O:32][CH2:31]5)=[CH:26][CH:25]=4)[CH:17]=3)=[C:11]([CH3:40])[CH:10]=2)[CH2:3]1, predict the reaction product. (3) Given the reactants N([O-])=O.[Na+].N[C:6]1[CH:15]=[CH:14][C:9]([C:10]([O:12][CH3:13])=[O:11])=[C:8]([F:16])[CH:7]=1.[S:17](=[O:19])=[O:18].O.[ClH:21], predict the reaction product. The product is: [CH3:13][O:12][C:10](=[O:11])[C:9]1[CH:14]=[CH:15][C:6]([S:17]([Cl:21])(=[O:19])=[O:18])=[CH:7][C:8]=1[F:16]. (4) Given the reactants [F:1][C:2]1[CH:3]=[CH:4][CH:5]=[C:6]2[C:10]=1[CH:9]([CH2:11][CH2:12][C:13]([NH:15][C:16]1[CH:24]=[CH:23][C:19](C(O)=O)=[CH:18][N:17]=1)=[O:14])[N:8]([CH2:25][C:26]1[CH:31]=[CH:30][C:29]([F:32])=[CH:28][CH:27]=1)[C:7]2=[O:33].[CH2:34]([O:36][C:37](=[O:45])C1C=CN=C(N)C=1)[CH3:35], predict the reaction product. The product is: [CH2:34]([O:36][C:37](=[O:45])[C:23]1[CH:19]=[CH:18][N:17]=[C:16]([NH:15][C:13](=[O:14])[CH2:12][CH2:11][CH:9]2[C:10]3[C:6](=[CH:5][CH:4]=[CH:3][C:2]=3[F:1])[C:7](=[O:33])[N:8]2[CH2:25][C:26]2[CH:27]=[CH:28][C:29]([F:32])=[CH:30][CH:31]=2)[CH:24]=1)[CH3:35].